This data is from NCI-60 drug combinations with 297,098 pairs across 59 cell lines. The task is: Regression. Given two drug SMILES strings and cell line genomic features, predict the synergy score measuring deviation from expected non-interaction effect. Drug 2: C1CC(=O)NC(=O)C1N2C(=O)C3=CC=CC=C3C2=O. Synergy scores: CSS=56.1, Synergy_ZIP=5.00, Synergy_Bliss=5.11, Synergy_Loewe=-50.3, Synergy_HSA=3.83. Cell line: MOLT-4. Drug 1: CC1C(C(CC(O1)OC2CC(CC3=C2C(=C4C(=C3O)C(=O)C5=C(C4=O)C(=CC=C5)OC)O)(C(=O)C)O)N)O.Cl.